This data is from NCI-60 drug combinations with 297,098 pairs across 59 cell lines. The task is: Regression. Given two drug SMILES strings and cell line genomic features, predict the synergy score measuring deviation from expected non-interaction effect. (1) Drug 1: CCC1(CC2CC(C3=C(CCN(C2)C1)C4=CC=CC=C4N3)(C5=C(C=C6C(=C5)C78CCN9C7C(C=CC9)(C(C(C8N6C)(C(=O)OC)O)OC(=O)C)CC)OC)C(=O)OC)O.OS(=O)(=O)O. Drug 2: C1=NNC2=C1C(=O)NC=N2. Cell line: NCIH23. Synergy scores: CSS=-0.0445, Synergy_ZIP=-0.304, Synergy_Bliss=-1.25, Synergy_Loewe=-2.85, Synergy_HSA=-4.18. (2) Drug 1: CC1C(C(CC(O1)OC2CC(CC3=C2C(=C4C(=C3O)C(=O)C5=C(C4=O)C(=CC=C5)OC)O)(C(=O)C)O)N)O.Cl. Drug 2: C1CC(=O)NC(=O)C1N2C(=O)C3=CC=CC=C3C2=O. Cell line: UO-31. Synergy scores: CSS=12.2, Synergy_ZIP=-2.35, Synergy_Bliss=4.04, Synergy_Loewe=-19.5, Synergy_HSA=2.55. (3) Drug 1: CC1=C(C=C(C=C1)NC(=O)C2=CC=C(C=C2)CN3CCN(CC3)C)NC4=NC=CC(=N4)C5=CN=CC=C5. Drug 2: C1=NNC2=C1C(=O)NC=N2. Cell line: CCRF-CEM. Synergy scores: CSS=0.599, Synergy_ZIP=-0.235, Synergy_Bliss=1.03, Synergy_Loewe=-1.18, Synergy_HSA=-0.829. (4) Drug 1: CCCCCOC(=O)NC1=NC(=O)N(C=C1F)C2C(C(C(O2)C)O)O. Drug 2: C1CC(=O)NC(=O)C1N2C(=O)C3=CC=CC=C3C2=O. Cell line: OVCAR3. Synergy scores: CSS=-5.52, Synergy_ZIP=4.56, Synergy_Bliss=-0.377, Synergy_Loewe=-9.65, Synergy_HSA=-7.90. (5) Drug 1: CCC1(CC2CC(C3=C(CCN(C2)C1)C4=CC=CC=C4N3)(C5=C(C=C6C(=C5)C78CCN9C7C(C=CC9)(C(C(C8N6C=O)(C(=O)OC)O)OC(=O)C)CC)OC)C(=O)OC)O.OS(=O)(=O)O. Drug 2: CC1CCCC2(C(O2)CC(NC(=O)CC(C(C(=O)C(C1O)C)(C)C)O)C(=CC3=CSC(=N3)C)C)C. Cell line: OVCAR3. Synergy scores: CSS=44.8, Synergy_ZIP=1.66, Synergy_Bliss=-2.72, Synergy_Loewe=-20.4, Synergy_HSA=-3.81. (6) Drug 1: C1=NC(=NC(=O)N1C2C(C(C(O2)CO)O)O)N. Drug 2: C(=O)(N)NO. Cell line: M14. Synergy scores: CSS=17.8, Synergy_ZIP=-2.26, Synergy_Bliss=2.07, Synergy_Loewe=-11.5, Synergy_HSA=0.609. (7) Drug 2: CN(CC1=CN=C2C(=N1)C(=NC(=N2)N)N)C3=CC=C(C=C3)C(=O)NC(CCC(=O)O)C(=O)O. Synergy scores: CSS=70.0, Synergy_ZIP=1.45, Synergy_Bliss=1.58, Synergy_Loewe=-3.75, Synergy_HSA=1.62. Cell line: U251. Drug 1: CC1C(C(CC(O1)OC2CC(OC(C2O)C)OC3=CC4=CC5=C(C(=O)C(C(C5)C(C(=O)C(C(C)O)O)OC)OC6CC(C(C(O6)C)O)OC7CC(C(C(O7)C)O)OC8CC(C(C(O8)C)O)(C)O)C(=C4C(=C3C)O)O)O)O. (8) Drug 1: CCC1=C2CN3C(=CC4=C(C3=O)COC(=O)C4(CC)O)C2=NC5=C1C=C(C=C5)O. Drug 2: C1C(C(OC1N2C=NC3=C2NC=NCC3O)CO)O. Cell line: HL-60(TB). Synergy scores: CSS=39.4, Synergy_ZIP=-0.281, Synergy_Bliss=-0.0983, Synergy_Loewe=-36.8, Synergy_HSA=-0.185. (9) Drug 1: CC1=C2C(C(=O)C3(C(CC4C(C3C(C(C2(C)C)(CC1OC(=O)C(C(C5=CC=CC=C5)NC(=O)OC(C)(C)C)O)O)OC(=O)C6=CC=CC=C6)(CO4)OC(=O)C)O)C)O. Drug 2: CC=C1C(=O)NC(C(=O)OC2CC(=O)NC(C(=O)NC(CSSCCC=C2)C(=O)N1)C(C)C)C(C)C. Cell line: HS 578T. Synergy scores: CSS=29.5, Synergy_ZIP=-0.124, Synergy_Bliss=3.75, Synergy_Loewe=-29.3, Synergy_HSA=2.56.